From a dataset of Full USPTO retrosynthesis dataset with 1.9M reactions from patents (1976-2016). Predict the reactants needed to synthesize the given product. (1) Given the product [CH3:25][C:14]1[S:13][C:12]([C:4]2[CH:3]=[C:2]([CH:7]=[C:6]([C:8]([F:11])([F:10])[F:9])[CH:5]=2)[CH:33]=[O:34])=[N:16][C:15]=1[CH2:17][O:18][CH:19]1[CH2:24][CH2:23][CH2:22][CH2:21][O:20]1, predict the reactants needed to synthesize it. The reactants are: Br[C:2]1[CH:3]=[C:4]([C:12]2[S:13][C:14]([CH3:25])=[C:15]([CH2:17][O:18][CH:19]3[CH2:24][CH2:23][CH2:22][CH2:21][O:20]3)[N:16]=2)[CH:5]=[C:6]([C:8]([F:11])([F:10])[F:9])[CH:7]=1.C([Li])CCC.CN(C)[CH:33]=[O:34].O. (2) Given the product [N:29]1([S:34]([C:37]2[CH:38]=[CH:39][C:40]([CH2:41][O:42][C:43]3[CH:44]=[C:45]([CH:59]([CH2:1][CH2:2][CH3:3])[C:60]([OH:62])=[O:61])[CH:46]=[C:47]([C:49]4[CH:54]=[CH:53][C:52]([C:55]([F:57])([F:58])[F:56])=[CH:51][CH:50]=4)[CH:48]=3)=[CH:63][CH:64]=2)(=[O:35])=[O:36])[CH2:33][CH2:32][CH2:31][CH2:30]1, predict the reactants needed to synthesize it. The reactants are: [CH2:1](OC1C=C(CC(O)=O)C=C(C2C=CC(C(F)(F)F)=CC=2)C=1)[C:2]1C=CC=C[CH:3]=1.[N:29]1([S:34]([C:37]2[CH:64]=[CH:63][C:40]([CH2:41][O:42][C:43]3[CH:44]=[C:45]([CH2:59][C:60]([OH:62])=[O:61])[CH:46]=[C:47]([C:49]4[CH:54]=[CH:53][C:52]([C:55]([F:58])([F:57])[F:56])=[CH:51][CH:50]=4)[CH:48]=3)=[CH:39][CH:38]=2)(=[O:36])=[O:35])[CH2:33][CH2:32][CH2:31][CH2:30]1.C(O)C1C=CC=CC=1.N1(S(C2C=CC(CO)=CC=2)(=O)=O)CCCC1. (3) Given the product [Br-:1].[CH2:2]([P+:6]([CH2:29][CH2:30][CH2:31][CH3:32])([CH2:25][CH2:26][CH2:27][CH3:28])[CH2:7][CH2:8][CH2:9][CH2:10][C:11]1([O:22][CH2:23][CH3:24])[CH2:12][CH2:13][C:14](=[O:15])[O:19]1)[CH2:3][CH2:4][CH3:5], predict the reactants needed to synthesize it. The reactants are: [Br-:1].[CH2:2]([P+:6]([CH2:29][CH2:30][CH2:31][CH3:32])([CH2:25][CH2:26][CH2:27][CH3:28])[CH2:7][CH2:8][CH2:9][CH2:10][C:11]([O:22][CH2:23][CH3:24])([O:19]CC)[CH2:12][CH2:13][C:14](OCC)=[O:15])[CH2:3][CH2:4][CH3:5].[OH-].[Na+]. (4) Given the product [CH3:1][O:2][C:3](=[O:49])[CH2:4][CH2:5][C:6]1[CH:7]=[CH:8][C:9]([O:12][CH2:13][C@@H:14]([O:22][C:23]2[CH:28]=[CH:27][C:26]([C:29]([OH:38])([C:30]([F:33])([F:32])[F:31])[C:34]([F:35])([F:36])[F:37])=[CH:25][C:24]=2[CH3:48])[CH2:15][C:16]2[CH:17]=[CH:18][CH:19]=[CH:20][CH:21]=2)=[CH:10][CH:11]=1, predict the reactants needed to synthesize it. The reactants are: [CH3:1][O:2][C:3](=[O:49])[CH2:4][CH2:5][C:6]1[CH:11]=[CH:10][C:9]([O:12][CH2:13][C@@H:14]([O:22][C:23]2[CH:28]=[CH:27][C:26]([C:29]([O:38]CC3C=CC(OC)=CC=3)([C:34]([F:37])([F:36])[F:35])[C:30]([F:33])([F:32])[F:31])=[CH:25][C:24]=2[CH3:48])[CH2:15][C:16]2[CH:21]=[CH:20][CH:19]=[CH:18][CH:17]=2)=[CH:8][CH:7]=1. (5) The reactants are: [Cl:1][C:2]1[C:3]([F:38])=[C:4]([CH:8]2[C:12]([C:15]3[CH:20]=[CH:19][C:18]([Cl:21])=[CH:17][C:16]=3[F:22])([C:13]#[N:14])[CH:11]([CH2:23][C:24]([CH3:27])([CH3:26])[CH3:25])[CH2:10][N:9]2[C:28](=[O:37])[C:29]2[CH:34]=[CH:33][C:32]([C:35]#[N:36])=[CH:31][CH:30]=2)[CH:5]=[CH:6][CH:7]=1.OO.C([O-])([O-])=[O:42].[K+].[K+]. Given the product [Cl:1][C:2]1[C:3]([F:38])=[C:4]([C@@H:8]2[C@:12]([C:15]3[CH:20]=[CH:19][C:18]([Cl:21])=[CH:17][C:16]=3[F:22])([C:13]#[N:14])[C@H:11]([CH2:23][C:24]([CH3:27])([CH3:26])[CH3:25])[CH2:10][N:9]2[C:28]([C:29]2[CH:34]=[CH:33][C:32]([C:35]([NH2:36])=[O:42])=[CH:31][CH:30]=2)=[O:37])[CH:5]=[CH:6][CH:7]=1, predict the reactants needed to synthesize it.